From a dataset of Catalyst prediction with 721,799 reactions and 888 catalyst types from USPTO. Predict which catalyst facilitates the given reaction. (1) Reactant: Br[CH2:2][C:3]([O:5][CH2:6][C:7]1[CH:12]=[C:11]([O:13][CH3:14])[C:10]([O:15][CH3:16])=[CH:9][C:8]=1[N+:17]([O-:19])=[O:18])=[O:4].[Na+].[I-:21]. Product: [I:21][CH2:2][C:3]([O:5][CH2:6][C:7]1[CH:12]=[C:11]([O:13][CH3:14])[C:10]([O:15][CH3:16])=[CH:9][C:8]=1[N+:17]([O-:19])=[O:18])=[O:4]. The catalyst class is: 21. (2) Reactant: [Br:1][C:2]1[S:6][C:5]([NH:7][C:8]2[C:9]([O:14][C:15]3[CH:20]=[CH:19][CH:18]=[CH:17][C:16]=3[C:21]([CH3:24])([CH3:23])[CH3:22])=[N:10][CH:11]=[CH:12][CH:13]=2)=[N:4][C:3]=1[C:25]([F:28])([F:27])[F:26].[O:29](C(OC(C)(C)C)=O)[C:30]([O:32][C:33]([CH3:36])([CH3:35])[CH3:34])=O.CCN(C(C)C)C(C)C. Product: [Br:1][C:2]1[S:6][C:5]([N:7]([C:8]2[C:9]([O:14][C:15]3[CH:20]=[CH:19][CH:18]=[CH:17][C:16]=3[C:21]([CH3:24])([CH3:22])[CH3:23])=[N:10][CH:11]=[CH:12][CH:13]=2)[C:30](=[O:29])[O:32][C:33]([CH3:36])([CH3:35])[CH3:34])=[N:4][C:3]=1[C:25]([F:27])([F:26])[F:28]. The catalyst class is: 251. (3) Reactant: [Cl:1][C:2]1[C:7]([Cl:8])=[C:6]([Cl:9])[N:5]=[C:4]([C:10]([O:12]C)=O)[CH:3]=1.[OH-].[NH4+:15]. Product: [Cl:1][C:2]1[C:7]([Cl:8])=[C:6]([Cl:9])[N:5]=[C:4]([C:10]([NH2:15])=[O:12])[CH:3]=1. The catalyst class is: 5. (4) Reactant: [CH3:1][C:2]([CH3:13])([C:7](=O)[C:8](OC)=[O:9])[C:3]([O:5][CH3:6])=[O:4].[F:14][C:15]1[C:36]([F:37])=[CH:35][CH:34]=[CH:33][C:16]=1[CH2:17][N:18]1[C:22]2=[N:23][C:24]([CH3:28])=[C:25]([F:27])[CH:26]=[C:21]2[C:20]([C:29](=[NH:32])[NH:30][NH2:31])=[N:19]1. Product: [F:14][C:15]1[C:36]([F:37])=[CH:35][CH:34]=[CH:33][C:16]=1[CH2:17][N:18]1[C:22]2=[N:23][C:24]([CH3:28])=[C:25]([F:27])[CH:26]=[C:21]2[C:20]([C:29]2[N:30]=[N:31][C:7]([C:2]([CH3:13])([CH3:1])[C:3]([O:5][CH3:6])=[O:4])=[C:8]([OH:9])[N:32]=2)=[N:19]1. The catalyst class is: 8. (5) Reactant: CS[C:3]1[NH:8][C:7](=[O:9])[CH:6]=[CH:5][N:4]=1.[Cl:10][C:11]1[CH:12]=[C:13]([CH:15]=[CH:16][CH:17]=1)[NH2:14]. Product: [Cl:10][C:11]1[CH:12]=[C:13]([NH:14][C:3]2[NH:8][C:7](=[O:9])[CH:6]=[CH:5][N:4]=2)[CH:15]=[CH:16][CH:17]=1. The catalyst class is: 270.